This data is from Catalyst prediction with 721,799 reactions and 888 catalyst types from USPTO. The task is: Predict which catalyst facilitates the given reaction. (1) Reactant: Cl[C:2]1[CH:7]=[C:6]([O:8][C:9]2[C:18]3[C:13](=[CH:14][CH:15]=[CH:16][CH:17]=3)[C:12]([NH:19][C:20](=[O:26])[O:21][C:22]([CH3:25])([CH3:24])[CH3:23])=[CH:11][CH:10]=2)[CH:5]=[CH:4][N:3]=1.[NH2:27][C:28]1[CH:33]=[CH:32][C:31]([P:34]([CH3:39])(=[O:38])[O:35][CH2:36][CH3:37])=[C:30]([O:40][CH3:41])[CH:29]=1.C(=O)([O-])[O-].[K+].[K+].CC(C1C=C(C(C)C)C(C2C(P(C3CCCCC3)C3CCCCC3)=C(OC)C=CC=2OC)=C(C(C)C)C=1)C.N#N. Product: [CH2:36]([O:35][P:34]([C:31]1[CH:32]=[CH:33][C:28]([NH:27][C:2]2[CH:7]=[C:6]([O:8][C:9]3[C:18]4[C:13](=[CH:14][CH:15]=[CH:16][CH:17]=4)[C:12]([NH:19][C:20](=[O:26])[O:21][C:22]([CH3:24])([CH3:23])[CH3:25])=[CH:11][CH:10]=3)[CH:5]=[CH:4][N:3]=2)=[CH:29][C:30]=1[O:40][CH3:41])([CH3:39])=[O:38])[CH3:37]. The catalyst class is: 3. (2) Reactant: [Br:1][C:2]1[CH:3]=[C:4]2[CH:11]=[CH:10][NH:9][C:5]2=[N+:6]([O-])[CH:7]=1.P(Cl)(Cl)([Cl:14])=O. Product: [Br:1][C:2]1[C:3]([Cl:14])=[C:4]2[CH:11]=[CH:10][NH:9][C:5]2=[N:6][CH:7]=1. The catalyst class is: 37. (3) Reactant: C(OC(=O)[C:5]([O:15][C:16]1[CH:21]=[CH:20][CH:19]=[C:18]([F:22])[CH:17]=1)([CH3:14])[CH2:6][C:7]1[CH:12]=[CH:11][C:10]([OH:13])=[CH:9][CH:8]=1)C.[C:24]1([C:49]2[CH:54]=[CH:53][CH:52]=[CH:51][CH:50]=2)[CH:29]=[CH:28][CH:27]=[C:26]([C:30]2[O:31][C:32]([CH3:48])=[C:33]([CH2:35][CH2:36]OS(C3C=CC(C)=CC=3)(=O)=O)[N:34]=2)[CH:25]=1.[C:55]([O-:58])([O-])=[O:56].[K+].[K+].[OH-].[Na+]. Product: [C:24]1([C:49]2[CH:50]=[CH:51][CH:52]=[CH:53][CH:54]=2)[CH:29]=[CH:28][CH:27]=[C:26]([C:30]2[O:31][C:32]([CH3:48])=[C:33]([CH2:35][CH2:36][O:13][C:10]3[CH:9]=[CH:8][C:7]([CH2:6][C:5]([O:15][C:16]4[CH:21]=[CH:20][CH:19]=[C:18]([F:22])[CH:17]=4)([CH3:14])[C:55]([OH:58])=[O:56])=[CH:12][CH:11]=3)[N:34]=2)[CH:25]=1. The catalyst class is: 8. (4) Reactant: [NH2:1][N:2]1[C:6]([C:7](=[O:9])[NH2:8])=[CH:5][C:4]([C:10]([O:12][CH3:13])=[O:11])=[CH:3]1.F[C:15]1[CH:20]=[CH:19][C:18]([CH:21]2[O:25]C(=O)[O:23][C:22]2=O)=[CH:17][CH:16]=1. Product: [C:7]([C:6]1[N:2]([NH:1][C:22](=[O:23])[CH:21]([OH:25])[C:18]2[CH:19]=[CH:20][CH:15]=[CH:16][CH:17]=2)[CH:3]=[C:4]([C:10]([O:12][CH3:13])=[O:11])[CH:5]=1)(=[O:9])[NH2:8]. The catalyst class is: 1. (5) Reactant: N(C(OCC)=O)=NC(OCC)=O.[Cl:13][C:14]1[CH:33]=[CH:32][C:17]([NH:18][C:19]2[C:28]3[C:23](=[CH:24][C:25]([OH:31])=[C:26]([O:29][CH3:30])[CH:27]=3)[N:22]=[CH:21][N:20]=2)=[C:16]([F:34])[CH:15]=1.[S:35]1[CH:39]=[CH:38][C:37]([CH2:40]O)=[CH:36]1.C1(P(C2C=CC=CC=2)C2C=CC=CC=2)C=CC=CC=1. Product: [ClH:13].[Cl:13][C:14]1[CH:33]=[CH:32][C:17]([NH:18][C:19]2[C:28]3[C:23](=[CH:24][C:25]([O:31][CH2:40][C:37]4[CH:38]=[CH:39][S:35][CH:36]=4)=[C:26]([O:29][CH3:30])[CH:27]=3)[N:22]=[CH:21][N:20]=2)=[C:16]([F:34])[CH:15]=1. The catalyst class is: 2. (6) Reactant: C(N(CC)CC)C.Br[C:9]1[CH:16]=[CH:15][CH:14]=[CH:13][C:10]=1[CH:11]=[O:12].[C:17]1([PH:23][C:24]2[CH:29]=[CH:28][CH:27]=[CH:26][CH:25]=2)[CH:22]=[CH:21][CH:20]=[CH:19][CH:18]=1. Product: [C:24]1([P:23]([C:17]2[CH:18]=[CH:19][CH:20]=[CH:21][CH:22]=2)[C:9]2[CH:16]=[CH:15][CH:14]=[CH:13][C:10]=2[CH:11]=[O:12])[CH:25]=[CH:26][CH:27]=[CH:28][CH:29]=1. The catalyst class is: 109. (7) The catalyst class is: 1. Reactant: [Li+].[OH-].[Cl:3][C:4]1[C:9]([C:10]([F:13])([F:12])[F:11])=[CH:8][N:7]=[C:6]2[N:14](S(C3C=CC=CC=3)(=O)=O)[CH:15]=[CH:16][C:5]=12.S([O-])(O)(=O)=O.[K+]. Product: [Cl:3][C:4]1[C:9]([C:10]([F:12])([F:13])[F:11])=[CH:8][N:7]=[C:6]2[NH:14][CH:15]=[CH:16][C:5]=12. (8) The catalyst class is: 186. Reactant: Cl.O.[C:3]([O:8][C:9]1[CH:14]=[C:13]([CH:15]([CH3:17])[CH3:16])[CH:12]=[CH:11][C:10]=1[C:18]1([NH:32][C:33](=[O:37])[CH2:34][CH2:35][CH3:36])[C:26](=[O:27])[C:25]2[C:20](=[CH:21][CH:22]=[CH:23][C:24]=2[N+:28]([O-])=O)[C:19]1=[O:31])(=[O:7])[CH2:4][CH2:5][CH3:6]. Product: [C:3]([O:8][C:9]1[CH:14]=[C:13]([CH:15]([CH3:16])[CH3:17])[CH:12]=[CH:11][C:10]=1[C:18]1([NH:32][C:33](=[O:37])[CH2:34][CH2:35][CH3:36])[C:26](=[O:27])[C:25]2[C:20](=[CH:21][CH:22]=[CH:23][C:24]=2[NH2:28])[C:19]1=[O:31])(=[O:7])[CH2:4][CH2:5][CH3:6].